Predict the reactants needed to synthesize the given product. From a dataset of Full USPTO retrosynthesis dataset with 1.9M reactions from patents (1976-2016). (1) Given the product [F:20][C:21]1[CH:22]=[CH:23][C:24]([C:27]2[S:31][C:30]([CH3:32])=[N:29][C:28]=2[C:33]([N:2]2[CH2:3][CH:4]3[CH2:8][CH2:7][CH2:6][CH:5]3[CH:1]2[CH2:9][OH:10])=[O:34])=[CH:25][CH:26]=1, predict the reactants needed to synthesize it. The reactants are: [CH:1]1([CH2:9][OH:10])[CH:5]2[CH2:6][CH2:7][CH2:8][CH:4]2[CH2:3][NH:2]1.CCN(C(C)C)C(C)C.[F:20][C:21]1[CH:26]=[CH:25][C:24]([C:27]2[S:31][C:30]([CH3:32])=[N:29][C:28]=2[C:33](O)=[O:34])=[CH:23][CH:22]=1.CN(C(ON1N=NC2C=CC=NC1=2)=[N+](C)C)C.F[P-](F)(F)(F)(F)F. (2) Given the product [NH2:32][C:28]1[N:27]=[C:26]2[C:31]([C:9]([C:10]3[CH:11]=[CH:12][N:13]=[CH:14][CH:15]=3)=[C:8]([C:5]3[CH:4]=[CH:3][C:2]([F:1])=[CH:7][CH:6]=3)[NH:25]2)=[CH:30][CH:29]=1, predict the reactants needed to synthesize it. The reactants are: [F:1][C:2]1[CH:7]=[CH:6][C:5]([C:8](=O)[CH:9](O[Si](C(C)(C)C)(C)C)[C:10]2[CH:15]=[CH:14][N:13]=[CH:12][CH:11]=2)=[CH:4][CH:3]=1.[NH2:25][C:26]1[CH:31]=[CH:30][CH:29]=[C:28]([NH2:32])[N:27]=1.O.C1(C)C=CC(S(O)(=O)=O)=CC=1.